This data is from Reaction yield outcomes from USPTO patents with 853,638 reactions. The task is: Predict the reaction yield, written as a fraction of the theoretical maximum amount of product (1.0 means a 100% yield; for example, 0.34 means a 34% yield). (1) The reactants are [Cl:1][C:2]1[CH:3]=[C:4]([C@H:9]2[C:18]3[C:13](=[CH:14][CH:15]=[CH:16][CH:17]=3)[C:12]([NH:19][C:20](=[O:22])[CH3:21])=[CH:11][CH2:10]2)[CH:5]=[CH:6][C:7]=1[Cl:8]. The catalyst is C(O)(C)C. The product is [Cl:1][C:2]1[CH:3]=[C:4]([C@H:9]2[C:18]3[C:13](=[CH:14][CH:15]=[CH:16][CH:17]=3)[C@H:12]([NH:19][C:20](=[O:22])[CH3:21])[CH2:11][CH2:10]2)[CH:5]=[CH:6][C:7]=1[Cl:8]. The yield is 0.830. (2) The reactants are [F:1][C:2]1[CH:17]=[C:16]([C:18]2[C:19]3[C:20]4[CH:33]=[CH:32][S:31][C:21]=4[C:22](=[O:30])[NH:23][C:24]=3C=[CH:26][C:27]=2[O:28][CH3:29])[CH:15]=[CH:14][C:3]=1[CH2:4][CH2:5][NH:6]C(=O)OC(C)(C)C.[CH2:34]([Cl:36])[Cl:35]. No catalyst specified. The product is [ClH:35].[NH2:6][CH2:5][CH2:4][C:3]1[CH:14]=[CH:15][C:16]([C:18]2[C:19]3[C:20]4[CH:33]=[CH:32][S:31][C:21]=4[C:22](=[O:30])[NH:23][C:24]=3[C:34]([Cl:36])=[CH:26][C:27]=2[O:28][CH3:29])=[CH:17][C:2]=1[F:1]. The yield is 0.300. (3) The reactants are [OH:1][C:2]1[CH:3]=[C:4]([C:10]2[CH:15]=[CH:14][CH:13]=[C:12]([CH:16]=[O:17])[CH:11]=2)[CH:5]=[C:6]([O:8][CH3:9])[CH:7]=1.C(N(CC)CC)C.[C:25]([Si:29](Cl)([C:36]1[CH:41]=[CH:40][CH:39]=[CH:38][CH:37]=1)[C:30]1[CH:35]=[CH:34][CH:33]=[CH:32][CH:31]=1)([CH3:28])([CH3:27])[CH3:26]. The product is [Si:29]([O:1][C:2]1[CH:3]=[C:4]([C:10]2[CH:15]=[CH:14][CH:13]=[C:12]([CH:16]=[O:17])[CH:11]=2)[CH:5]=[C:6]([O:8][CH3:9])[CH:7]=1)([C:25]([CH3:28])([CH3:27])[CH3:26])([C:36]1[CH:37]=[CH:38][CH:39]=[CH:40][CH:41]=1)[C:30]1[CH:35]=[CH:34][CH:33]=[CH:32][CH:31]=1. The yield is 0.880. The catalyst is CN(C)C1C=CN=CC=1.ClCCl.